Predict the product of the given reaction. From a dataset of Forward reaction prediction with 1.9M reactions from USPTO patents (1976-2016). Given the reactants [OH:1][C:2]1[C:7](=[O:8])[NH:6][C:5]([CH2:9][C:10]2[CH:15]=[CH:14][CH:13]=[CH:12][C:11]=2[C:16]2[CH:21]=[CH:20][CH:19]=[C:18]([CH3:22])[CH:17]=2)=[N:4][C:3]=1[C:23]([O:25]C)=[O:24].O.[OH-].[Li+].C1COCC1, predict the reaction product. The product is: [OH:1][C:2]1[C:7](=[O:8])[NH:6][C:5]([CH2:9][C:10]2[CH:15]=[CH:14][CH:13]=[CH:12][C:11]=2[C:16]2[CH:21]=[CH:20][CH:19]=[C:18]([CH3:22])[CH:17]=2)=[N:4][C:3]=1[C:23]([OH:25])=[O:24].